This data is from Peptide-MHC class II binding affinity with 134,281 pairs from IEDB. The task is: Regression. Given a peptide amino acid sequence and an MHC pseudo amino acid sequence, predict their binding affinity value. This is MHC class II binding data. (1) The peptide sequence is ASYASPSLQTLIAVS. The MHC is DRB1_1602 with pseudo-sequence DRB1_1602. The binding affinity (normalized) is 0.515. (2) The peptide sequence is KSVPLEMLLINLTTI. The MHC is DRB4_0101 with pseudo-sequence DRB4_0103. The binding affinity (normalized) is 0.891. (3) The peptide sequence is VSSKRNLADAVSKAP. The MHC is DRB1_0802 with pseudo-sequence DRB1_0802. The binding affinity (normalized) is 0.400. (4) The peptide sequence is DEINTIFSDYIPYVF. The MHC is DRB1_1201 with pseudo-sequence DRB1_1201. The binding affinity (normalized) is 0.335. (5) The peptide sequence is ISTNIRQAGVQYSR. The MHC is DRB1_0301 with pseudo-sequence DRB1_0301. The binding affinity (normalized) is 0.364. (6) The peptide sequence is KIPGGAMYADDTAGWDT. The MHC is DRB1_0404 with pseudo-sequence DRB1_0404. The binding affinity (normalized) is 0.256. (7) The peptide sequence is TSGSPIVNRNGEVIG. The MHC is HLA-DQA10102-DQB10501 with pseudo-sequence HLA-DQA10102-DQB10501. The binding affinity (normalized) is 0.377. (8) The peptide sequence is PGVDYTITVYAVTYY. The MHC is DRB1_0401 with pseudo-sequence DRB1_0401. The binding affinity (normalized) is 0.261. (9) The peptide sequence is EMGANFKADRVIDPR. The MHC is DRB1_0301 with pseudo-sequence DRB1_0301. The binding affinity (normalized) is 0.486.